This data is from Full USPTO retrosynthesis dataset with 1.9M reactions from patents (1976-2016). The task is: Predict the reactants needed to synthesize the given product. (1) Given the product [C:1]([O:5][C:6]([N:7]1[C:8]2[C:9](=[N:10][CH:11]=[CH:12][CH:13]=2)[CH:33]=[C:32]1[CH2:31][N:28]1[CH2:29][CH2:30][C@H:26]([NH2:25])[C:27]1=[O:34])=[O:15])([CH3:4])([CH3:3])[CH3:2], predict the reactants needed to synthesize it. The reactants are: [C:1]([O:5][C:6](=[O:15])[NH:7][C:8]1[C:9](Br)=[N:10][CH:11]=[CH:12][CH:13]=1)([CH3:4])([CH3:3])[CH3:2].C(OC(=O)[NH:25][C@H:26]1[CH2:30][CH2:29][N:28]([CH2:31][C:32]#[CH:33])[C:27]1=[O:34])C1C=CC=CC=1. (2) Given the product [NH2:17][C:18]1[CH:19]=[C:20]([C:24]([Cl:27])=[CH:25][N:26]=1)[C:21]([NH:14][CH:12]([C:9]1[CH:10]=[N:11][C:6]([O:5][CH2:4][C:3]([F:2])([F:15])[F:16])=[CH:7][CH:8]=1)[CH3:13])=[O:22], predict the reactants needed to synthesize it. The reactants are: Cl.[F:2][C:3]([F:16])([F:15])[CH2:4][O:5][C:6]1[N:11]=[CH:10][C:9]([CH:12]([NH2:14])[CH3:13])=[CH:8][CH:7]=1.[NH2:17][C:18]1[CH:19]=[C:20]([C:24]([Cl:27])=[CH:25][N:26]=1)[C:21](O)=[O:22]. (3) Given the product [O:74]1[C:25]2[CH:24]=[CH:23][CH:22]=[CH:19][C:18]=2[N:17]=[C:16]1[N:20]([C:21]1[CH:8]=[CH:6][CH:7]=[CH:2][N:3]=1)[CH2:27][CH2:53][CH2:52][CH2:51][CH2:50][CH2:49][C:48]([O:47][CH2:29][CH3:30])=[O:69], predict the reactants needed to synthesize it. The reactants are: Cl[C:2]1[CH:7]=[C:6]([C:8]2C=CC(F)=CC=2)C=C[N:3]=1.N[C:16]1[N:20]([CH3:21])[C:19]2[CH:22]=[CH:23][CH:24]=[CH:25][C:18]=2[N:17]=1.C[C:27]1(C)[C:53]2[C:48](=[C:49](P(C3C=CC=CC=3)C3C=CC=CC=3)[CH:50]=[CH:51][CH:52]=2)[O:47][C:29]2[C:30](P(C3C=CC=CC=3)C3C=CC=CC=3)=CC=CC1=2.C([O-])([O-])=[O:69].[Cs+].[Cs+].[OH2:74]. (4) Given the product [CH:1]1([CH2:7][N:8]2[C:12]3[CH:13]=[C:14]([F:18])[C:15]([F:17])=[CH:16][C:11]=3[N:10]=[C:9]2[C:19]2[CH:24]=[CH:23][CH:22]=[CH:21][C:20]=2[O:25][CH2:27][C:28]2[CH:35]=[CH:34][C:31]([C:32]#[N:33])=[CH:30][C:29]=2[F:36])[CH2:2][CH2:3][CH2:4][CH2:5][CH2:6]1, predict the reactants needed to synthesize it. The reactants are: [CH:1]1([CH2:7][N:8]2[C:12]3[CH:13]=[C:14]([F:18])[C:15]([F:17])=[CH:16][C:11]=3[N:10]=[C:9]2[C:19]2[CH:24]=[CH:23][CH:22]=[CH:21][C:20]=2[OH:25])[CH2:6][CH2:5][CH2:4][CH2:3][CH2:2]1.Br[CH2:27][C:28]1[CH:35]=[CH:34][C:31]([C:32]#[N:33])=[CH:30][C:29]=1[F:36]. (5) Given the product [Br:1][C:2]1[C:7](=[O:8])[N:6]([CH2:9][C:10]([NH:12][CH2:13][C:14]2[CH:19]=[CH:18][N:17]=[CH:16][CH:15]=2)=[O:11])[N:5]=[CH:4][C:3]=1[NH:20][CH:21]1[CH2:26][CH:25]2[CH2:27][CH:23]([C:24]2([CH3:29])[CH3:28])[CH:22]1[CH2:30][N:34]([CH3:35])[CH3:32], predict the reactants needed to synthesize it. The reactants are: [Br:1][C:2]1[C:7](=[O:8])[N:6]([CH2:9][C:10]([NH:12][CH2:13][C:14]2[CH:19]=[CH:18][N:17]=[CH:16][CH:15]=2)=[O:11])[N:5]=[CH:4][C:3]=1[NH:20][CH:21]1[CH2:26][CH:25]2[CH2:27][CH:23]([C:24]2([CH3:29])[CH3:28])[CH:22]1[CH2:30]O.[CH2:32]([N:34](S(F)(F)F)[CH2:35]C)C.C(=O)([O-])O.[Na+]. (6) Given the product [I:1][C:2]1[CH:3]=[C:4]([NH:8][C:9]2[C:18]3[C:13](=[CH:14][CH:15]=[C:16]([NH:19][C:51](=[O:58])[CH:52]=[CH:53][CH2:54][N:55]([CH3:57])[CH3:56])[CH:17]=3)[N:12]=[CH:11][N:10]=2)[CH:5]=[CH:6][CH:7]=1, predict the reactants needed to synthesize it. The reactants are: [I:1][C:2]1[CH:3]=[C:4]([NH:8][C:9]2[C:18]3[C:13](=[CH:14][CH:15]=[C:16]([NH2:19])[CH:17]=3)[N:12]=[CH:11][N:10]=2)[CH:5]=[CH:6][CH:7]=1.Br/C(=C\C)/C(O)=O.CNC.ClC1C=C(NC2C3C(=CC=C(N[C:51](=[O:58])[CH:52]=[CH:53][CH2:54][N:55]([CH3:57])[CH3:56])C=3)N=CN=2)C(F)=CC=1Cl.